Dataset: NCI-60 drug combinations with 297,098 pairs across 59 cell lines. Task: Regression. Given two drug SMILES strings and cell line genomic features, predict the synergy score measuring deviation from expected non-interaction effect. (1) Drug 1: C1=NC2=C(N1)C(=S)N=C(N2)N. Drug 2: CCC(=C(C1=CC=CC=C1)C2=CC=C(C=C2)OCCN(C)C)C3=CC=CC=C3.C(C(=O)O)C(CC(=O)O)(C(=O)O)O. Cell line: OVCAR3. Synergy scores: CSS=48.1, Synergy_ZIP=1.07, Synergy_Bliss=1.06, Synergy_Loewe=-12.0, Synergy_HSA=0.425. (2) Drug 1: C1=NC(=NC(=O)N1C2C(C(C(O2)CO)O)O)N. Drug 2: CCCCC(=O)OCC(=O)C1(CC(C2=C(C1)C(=C3C(=C2O)C(=O)C4=C(C3=O)C=CC=C4OC)O)OC5CC(C(C(O5)C)O)NC(=O)C(F)(F)F)O. Cell line: NCIH23. Synergy scores: CSS=41.8, Synergy_ZIP=3.82, Synergy_Bliss=2.93, Synergy_Loewe=-13.1, Synergy_HSA=3.76. (3) Drug 1: C1=CC=C(C=C1)NC(=O)CCCCCCC(=O)NO. Drug 2: C(CCl)NC(=O)N(CCCl)N=O. Cell line: SR. Synergy scores: CSS=83.4, Synergy_ZIP=-1.85, Synergy_Bliss=-2.80, Synergy_Loewe=-6.10, Synergy_HSA=-1.22. (4) Drug 1: C1=NC2=C(N1)C(=S)N=C(N2)N. Drug 2: CC(C)CN1C=NC2=C1C3=CC=CC=C3N=C2N. Cell line: NCI-H460. Synergy scores: CSS=36.8, Synergy_ZIP=0.516, Synergy_Bliss=1.40, Synergy_Loewe=-5.14, Synergy_HSA=1.16.